This data is from Catalyst prediction with 721,799 reactions and 888 catalyst types from USPTO. The task is: Predict which catalyst facilitates the given reaction. Product: [CH:1]1[C:6]2=[N:7][S:8][N:9]=[C:5]2[C:4]([NH:10][C:11]2[NH:15][CH2:14][CH2:13][N:12]=2)=[C:3]([Cl:16])[CH:2]=1.[C:17]([O-:24])(=[O:23])[CH2:18][CH2:19][CH2:20][CH2:21][CH3:22]. Reactant: [CH:1]1[C:6]2=[N:7][S:8][N:9]=[C:5]2[C:4]([NH:10][C:11]2[NH:15][CH2:14][CH2:13][N:12]=2)=[C:3]([Cl:16])[CH:2]=1.[C:17]([OH:24])(=[O:23])[CH2:18][CH2:19][CH2:20][CH2:21][CH3:22]. The catalyst class is: 8.